This data is from Full USPTO retrosynthesis dataset with 1.9M reactions from patents (1976-2016). The task is: Predict the reactants needed to synthesize the given product. (1) Given the product [CH3:1][S:2][C:3]1[CH:38]=[CH:37][CH:36]=[CH:35][C:4]=1[CH2:5][N:6]1[C:11]([CH3:12])=[CH:10][C:9]([O:13][CH2:14][C:15]2[CH:32]=[CH:31][CH:30]=[CH:29][C:16]=2[CH2:17][N:18]2[C:26](=[O:27])[C:25]3[C:20](=[CH:21][CH:22]=[CH:23][CH:24]=3)[C:19]2=[O:28])=[C:8]([CH3:42])[C:7]1=[O:34], predict the reactants needed to synthesize it. The reactants are: [CH3:1][S:2][C:3]1[CH:38]=[CH:37][CH:36]=[CH:35][C:4]=1[CH2:5][N:6]1[C:11]([CH3:12])=[CH:10][C:9]([O:13][CH2:14][C:15]2[CH:32]=[CH:31][CH:30]=[CH:29][C:16]=2[CH2:17][N:18]2[C:26](=[O:27])[C:25]3[C:20](=[CH:21][CH:22]=[CH:23][CH:24]=3)[C:19]2=[O:28])=[C:8](I)[C:7]1=[O:34].[Cl-].[Li+].Cl[CH2:42]Cl.C[Sn](C)(C)C.[OH-].[Na+]. (2) Given the product [ClH:48].[ClH:48].[F:8][C:9]1[CH:10]=[C:11]([CH:44]=[CH:45][CH:46]=1)[O:12][C:13]1[C:14]([N:31]2[CH2:36][CH2:35][NH:34][CH2:33][CH2:32]2)=[C:15]2[CH:21]=[N:20][NH:19][C:16]2=[N:17][CH:18]=1, predict the reactants needed to synthesize it. The reactants are: C(O)(C(F)(F)F)=O.[F:8][C:9]1[CH:10]=[C:11]([CH:44]=[CH:45][CH:46]=1)[O:12][C:13]1[C:14]([N:31]2[CH2:36][CH2:35][N:34](C(OC(C)(C)C)=O)[CH2:33][CH2:32]2)=[C:15]2[CH:21]=[N:20][N:19](CC3C=CC(OC)=CC=3)[C:16]2=[N:17][CH:18]=1.C(Cl)[Cl:48].